This data is from Forward reaction prediction with 1.9M reactions from USPTO patents (1976-2016). The task is: Predict the product of the given reaction. (1) Given the reactants [CH2:1]([NH:4][C:5]1[N:10]=[C:9]([NH:11][CH2:12][CH2:13][CH3:14])[N:8]=[C:7]([N:15]([CH3:18])OC)[N:6]=1)[CH2:2][CH3:3].Cl.[CH:20](ONC)([CH3:22])[CH3:21].[OH-:26].[Na+], predict the reaction product. The product is: [CH2:1]([NH:4][C:5]1[N:10]=[C:9]([NH:11][CH2:12][CH2:13][CH3:14])[N:8]=[C:7]([N:15]([CH3:18])[O:26][CH:20]([CH3:22])[CH3:21])[N:6]=1)[CH2:2][CH3:3]. (2) Given the reactants CN(C)CCN(C)C.C([Li])CCC.[CH3:14][O:15][C:16]1[CH:17]=[C:18]([SH:22])[CH:19]=[CH:20][CH:21]=1.CON(C)[C:26](=[O:35])[CH2:27][CH2:28][C:29]1[CH:34]=[CH:33][CH:32]=[CH:31][CH:30]=1.Cl, predict the reaction product. The product is: [SH:22][C:18]1[CH:19]=[CH:20][CH:21]=[C:16]([O:15][CH3:14])[C:17]=1[C:26](=[O:35])[CH:27]=[CH:28][CH:29]1[CH:30]=[CH:31][CH:32]=[CH:33][CH2:34]1. (3) Given the reactants [CH2:1]([C@@H:8]1[CH2:12][O:11][C:10](=[O:13])[NH:9]1)[C:2]1[CH:7]=[CH:6][CH:5]=[CH:4][CH:3]=1.[CH2:14]([Li])[CH2:15][CH2:16]C.[CH2:19]1[CH2:23][O:22][CH2:21][CH2:20]1, predict the reaction product. The product is: [CH2:1]([C@@H:8]1[CH2:12][O:11][C:10](=[O:13])[N:9]1[C:21](=[O:22])[CH2:20][CH2:19][CH2:23][CH:15]([CH3:16])[CH3:14])[C:2]1[CH:3]=[CH:4][CH:5]=[CH:6][CH:7]=1. (4) Given the reactants [NH2:1][CH2:2][C:3]([NH:5][CH2:6][CH:7]1[CH2:10][N:9]([CH2:11][C:12]2[CH:17]=[CH:16][C:15]([Cl:18])=[C:14]([Cl:19])[CH:13]=2)[CH2:8]1)=[O:4].[N-:20]=[C:21]=[O:22], predict the reaction product. The product is: [Cl:18][C:15]1[CH:14]=[C:13]([NH:20][C:21](=[O:22])[NH:1][CH2:2][C:3]([NH:5][CH2:6][CH:7]2[CH2:10][N:9]([CH2:11][C:12]3[CH:17]=[CH:16][C:15]([Cl:18])=[C:14]([Cl:19])[CH:13]=3)[CH2:8]2)=[O:4])[CH:12]=[CH:17][CH:16]=1. (5) Given the reactants Cl.[C:2]([C:4]1[C:5]([NH:31][CH2:32][CH:33]2[O:38][CH2:37][CH2:36][N:35]([CH3:39])[CH2:34]2)=[CH:6][C:7]([NH:10][C:11]([N:13]2[C:22]3[C:17](=[CH:18][C:19]([CH:28]([F:30])[F:29])=[C:20]([CH:23](OC)[O:24]C)[N:21]=3)[CH2:16][CH2:15][CH2:14]2)=[O:12])=[N:8][CH:9]=1)#[N:3].C([O-])(O)=O.[Na+], predict the reaction product. The product is: [C:2]([C:4]1[C:5]([NH:31][CH2:32][CH:33]2[O:38][CH2:37][CH2:36][N:35]([CH3:39])[CH2:34]2)=[CH:6][C:7]([NH:10][C:11]([N:13]2[C:22]3[C:17](=[CH:18][C:19]([CH:28]([F:30])[F:29])=[C:20]([CH:23]=[O:24])[N:21]=3)[CH2:16][CH2:15][CH2:14]2)=[O:12])=[N:8][CH:9]=1)#[N:3]. (6) Given the reactants CC(C)([O-])C.[Na+].Br[C:8]1[CH:13]=[CH:12][C:11]([O:14][CH3:15])=[CH:10][CH:9]=1.[C:16]1([CH2:22][O:23][C:24]2[CH:25]=[C:26]3[C:31](=[CH:32][CH:33]=2)[C:30](=[O:34])[CH2:29][CH2:28][CH2:27]3)[CH:21]=[CH:20][CH:19]=[CH:18][CH:17]=1, predict the reaction product. The product is: [OH:34][C:30]1[C:31]2[C:26](=[CH:25][C:24]([O:23][CH2:22][C:16]3[CH:17]=[CH:18][CH:19]=[CH:20][CH:21]=3)=[CH:33][CH:32]=2)[CH:27]=[CH:28][C:29]=1[C:8]1[CH:13]=[CH:12][C:11]([O:14][CH3:15])=[CH:10][CH:9]=1.